Predict the reactants needed to synthesize the given product. From a dataset of Full USPTO retrosynthesis dataset with 1.9M reactions from patents (1976-2016). (1) Given the product [CH3:31][C:26]1([CH3:32])[C:27]([CH3:30])([CH3:29])[O:28][B:24]([C:2]2[CH:7]=[CH:6][C:5]([S:8]([N:11]3[CH2:16][CH2:15][N:14]([C:17]([O:19][C:20]([CH3:23])([CH3:22])[CH3:21])=[O:18])[CH2:13][CH2:12]3)(=[O:10])=[O:9])=[CH:4][CH:3]=2)[O:25]1, predict the reactants needed to synthesize it. The reactants are: Br[C:2]1[CH:7]=[CH:6][C:5]([S:8]([N:11]2[CH2:16][CH2:15][N:14]([C:17]([O:19][C:20]([CH3:23])([CH3:22])[CH3:21])=[O:18])[CH2:13][CH2:12]2)(=[O:10])=[O:9])=[CH:4][CH:3]=1.[B:24]1([B:24]2[O:28][C:27]([CH3:30])([CH3:29])[C:26]([CH3:32])([CH3:31])[O:25]2)[O:28][C:27]([CH3:30])([CH3:29])[C:26]([CH3:32])([CH3:31])[O:25]1.C([O-])(=O)C.[K+].N#N. (2) Given the product [CH2:14]([N:21]1[CH:30]=[CH:29][C:28]2[N:27]=[CH:26][CH:25]=[CH:24][C:23]=2[CH:22]1[CH2:9][CH2:8][C:7]1[CH:11]=[CH:12][C:4]([O:3][CH3:2])=[CH:5][CH:6]=1)[C:15]1[CH:16]=[CH:17][CH:18]=[CH:19][CH:20]=1, predict the reactants needed to synthesize it. The reactants are: [Mg].[CH3:2][O:3][C:4]1[CH:12]=[CH:11][C:7]([CH2:8][CH2:9]Br)=[CH:6][CH:5]=1.[Br-].[CH2:14]([N+:21]1[CH:22]=[C:23]2[C:28](=[CH:29][CH:30]=1)[N:27]=[CH:26][CH:25]=[CH:24]2)[C:15]1[CH:20]=[CH:19][CH:18]=[CH:17][CH:16]=1. (3) The reactants are: [Cl:1][C:2]1[C:7]([Cl:8])=[CH:6][CH:5]=[CH:4][C:3]=1[CH:9](O)[CH2:10][C:11]1[CH:16]=[CH:15][N:14]=[CH:13][CH:12]=1.P([N:34]=[N+:35]=[N-:36])(=O)(OC1C=CC=CC=1)OC1C=CC=CC=1.C1CCN2C(=NCCC2)CC1.ClC1C(Cl)=CC=CC=1C=CC1C=CN=CC=1. Given the product [N:34]([CH:9]([C:3]1[CH:4]=[CH:5][CH:6]=[C:7]([Cl:8])[C:2]=1[Cl:1])[CH2:10][C:11]1[CH:16]=[CH:15][N:14]=[CH:13][CH:12]=1)=[N+:35]=[N-:36], predict the reactants needed to synthesize it. (4) Given the product [CH:1]([C@@H:4]1[N:10]([C:27](=[O:28])[NH:26][C:29]2[CH:30]=[CH:31][C:32]([O:35][CH3:36])=[CH:33][CH:34]=2)[CH2:9][C:8]2[CH:11]=[CH:12][C:13]([C:15]([O:17][CH3:18])=[O:16])=[CH:14][C:7]=2[O:6][CH2:5]1)([CH3:3])[CH3:2], predict the reactants needed to synthesize it. The reactants are: [CH:1]([C@@H:4]1[NH:10][CH2:9][C:8]2[CH:11]=[CH:12][C:13]([C:15]([O:17][CH3:18])=[O:16])=[CH:14][C:7]=2[O:6][CH2:5]1)([CH3:3])[CH3:2].CCN(CC)CC.[N:26]([C:29]1[CH:34]=[CH:33][C:32]([O:35][CH3:36])=[CH:31][CH:30]=1)=[C:27]=[O:28]. (5) Given the product [CH3:1][O:2][C:3]1[N:8]=[C:7](/[CH:9]=[C:10](\[CH3:18])/[C:11]([OH:13])=[O:12])[CH:6]=[CH:5][C:4]=1[N:19]1[CH:23]=[C:22]([CH3:24])[N:21]=[CH:20]1, predict the reactants needed to synthesize it. The reactants are: [CH3:1][O:2][C:3]1[N:8]=[C:7](/[CH:9]=[C:10](\[CH3:18])/[C:11]([O:13]C(C)(C)C)=[O:12])[CH:6]=[CH:5][C:4]=1[N:19]1[CH:23]=[C:22]([CH3:24])[N:21]=[CH:20]1. (6) Given the product [CH2:29]([N:36]1[C:44]2[C:39](=[C:40]([NH:45][C:19]([C:16]3[N:13]4[CH:14]=[CH:15][C:10]([O:9][CH2:8][CH2:7][N:4]5[CH2:3][CH2:2][O:1][CH2:6][CH2:5]5)=[CH:11][C:12]4=[N:18][CH:17]=3)=[O:21])[CH:41]=[CH:42][CH:43]=2)[CH:38]=[N:37]1)[C:30]1[CH:31]=[CH:32][CH:33]=[CH:34][CH:35]=1, predict the reactants needed to synthesize it. The reactants are: [O:1]1[CH2:6][CH2:5][N:4]([CH2:7][CH2:8][O:9][C:10]2[CH:15]=[CH:14][N:13]3[C:16]([C:19]([O-:21])=O)=[CH:17][N:18]=[C:12]3[CH:11]=2)[CH2:3][CH2:2]1.[Li+].C(Cl)(=O)C(Cl)=O.[CH2:29]([N:36]1[C:44]2[CH:43]=[CH:42][CH:41]=[C:40]([NH2:45])[C:39]=2[CH:38]=[N:37]1)[C:30]1[CH:35]=[CH:34][CH:33]=[CH:32][CH:31]=1.CCN(C(C)C)C(C)C. (7) Given the product [NH2:15][C:5]1[CH:4]=[CH:3][C:2]([CH3:1])=[CH:14][C:6]=1[NH:7][C:8]1[CH:13]=[CH:12][CH:11]=[CH:10][N:9]=1, predict the reactants needed to synthesize it. The reactants are: [CH3:1][C:2]1[CH:3]=[CH:4][C:5]([N+:15]([O-])=O)=[C:6]([CH:14]=1)[NH:7][C:8]1[CH:13]=[CH:12][CH:11]=[CH:10][N:9]=1. (8) Given the product [C:16]([O:20][C:21]([N:23]1[CH2:31][CH2:30][CH2:29][CH:25]([C:26]([NH:15][CH2:14][C:10]2[S:9][C:8]([C:5]3[CH:4]=[CH:3][C:2]([Cl:1])=[CH:7][CH:6]=3)=[N:12][C:11]=2[CH3:13])=[O:27])[CH2:24]1)=[O:22])([CH3:19])([CH3:18])[CH3:17], predict the reactants needed to synthesize it. The reactants are: [Cl:1][C:2]1[CH:7]=[CH:6][C:5]([C:8]2[S:9][C:10]([CH2:14][NH2:15])=[C:11]([CH3:13])[N:12]=2)=[CH:4][CH:3]=1.[C:16]([O:20][C:21]([N:23]1[CH2:31][CH2:30][CH2:29][CH:25]([C:26](O)=[O:27])[CH2:24]1)=[O:22])([CH3:19])([CH3:18])[CH3:17].O.ON1C2C=CC=CC=2N=N1.Cl.CN(C)CCCN=C=NCC.CN1CCOCC1.C(O)(=O)CC(CC(O)=O)(C(O)=O)O. (9) Given the product [Cl:5][C:6]1[CH:7]=[CH:8][C:9]([O:12][CH:13]2[CH2:18][CH2:17][NH:16][CH2:15][CH2:14]2)=[N:10][CH:11]=1, predict the reactants needed to synthesize it. The reactants are: C(O)(=O)C.[Cl:5][C:6]1[CH:7]=[CH:8][C:9]([O:12][CH:13]2[CH2:18][CH2:17][NH:16][CH2:15][CH2:14]2)=[N:10][CH:11]=1.C([O-])([O-])=O.[Na+].[Na+].